This data is from Forward reaction prediction with 1.9M reactions from USPTO patents (1976-2016). The task is: Predict the product of the given reaction. (1) Given the reactants [CH3:1][NH:2][C@H:3]1[CH2:8][CH2:7][C@H:6]([OH:9])[CH2:5][CH2:4]1.C(N(CC)C(C)C)(C)C.[F:19][C:20]([F:32])([F:31])[C:21]1[CH:26]=[CH:25][C:24]([S:27](Cl)(=[O:29])=[O:28])=[CH:23][CH:22]=1, predict the reaction product. The product is: [OH:9][C@H:6]1[CH2:7][CH2:8][C@H:3]([N:2]([CH3:1])[S:27]([C:24]2[CH:23]=[CH:22][C:21]([C:20]([F:19])([F:31])[F:32])=[CH:26][CH:25]=2)(=[O:29])=[O:28])[CH2:4][CH2:5]1. (2) Given the reactants C([N:4]1[C:13]2[C:8](=[CH:9][CH:10]=[C:11]([C:14]3[S:15][C:16]([C:24]4[CH:29]=[CH:28][C:27]([O:30][CH3:31])=[CH:26][CH:25]=4)=[C:17]([C:19]([O:21]CC)=[O:20])[N:18]=3)[CH:12]=2)[CH2:7][CH2:6][CH2:5]1)(=O)C.[OH-].[K+].CO, predict the reaction product. The product is: [CH3:31][O:30][C:27]1[CH:28]=[CH:29][C:24]([C:16]2[S:15][C:14]([C:11]3[CH:12]=[C:13]4[C:8]([CH2:7][CH2:6][CH2:5][NH:4]4)=[CH:9][CH:10]=3)=[N:18][C:17]=2[C:19]([OH:21])=[O:20])=[CH:25][CH:26]=1. (3) Given the reactants [CH2:1](Br)[C:2]1[CH:7]=[CH:6][CH:5]=[CH:4][CH:3]=1.O.O.[OH:11][CH2:12][C:13]1[CH:18]=[CH:17][CH:16]=[CH:15][C:14]=1B(O)O.[O-]P([O-])([O-])=O.[K+].[K+].[K+], predict the reaction product. The product is: [CH2:1]([C:14]1[CH:15]=[CH:16][CH:17]=[CH:18][C:13]=1[CH2:12][OH:11])[C:2]1[CH:7]=[CH:6][CH:5]=[CH:4][CH:3]=1. (4) Given the reactants [Na].C[Si](C)(C)N[Si](C)(C)C.[Cl:11][C:12]1[CH:17]=[CH:16][C:15]([CH2:18][C:19]([OH:21])=O)=[CH:14][CH:13]=1.[Cl:22][C:23]1[CH:32]=[C:31]([Cl:33])[CH:30]=[CH:29][C:24]=1C(OC)=O.Cl, predict the reaction product. The product is: [Cl:11][C:12]1[CH:13]=[CH:14][C:15]([CH2:18][C:19]([C:30]2[CH:29]=[CH:24][C:23]([Cl:22])=[CH:32][C:31]=2[Cl:33])=[O:21])=[CH:16][CH:17]=1. (5) The product is: [CH3:34][C:17]1[C:18]([CH2:22][S@:23]([C:25]2[NH:26][C:27]3[CH:33]=[CH:32][CH:31]=[CH:30][C:28]=3[N:29]=2)=[O:24])=[N:19][CH:20]=[CH:21][C:16]=1[O:4][CH2:3][C:2]([F:6])([F:5])[F:1]. Given the reactants [F:1][C:2]([F:6])([F:5])[CH2:3][OH:4].C(=O)([O-])[O-].[K+].[K+].[N+]([C:16]1[CH:21]=[CH:20][N:19]=[C:18]([CH2:22][S@:23]([C:25]2[NH:29][C:28]3[CH:30]=[CH:31][CH:32]=[CH:33][C:27]=3[N:26]=2)=[O:24])[C:17]=1[CH3:34])([O-])=O.O, predict the reaction product. (6) Given the reactants [Br:1][C:2]1[C:3]([CH3:10])=[C:4]([NH2:9])[C:5]([Cl:8])=[N:6][CH:7]=1.N1C=CC=CC=1.[F:17][C:18]1[CH:26]=[C:25]([F:27])[CH:24]=[CH:23][C:19]=1[C:20](Cl)=[O:21], predict the reaction product. The product is: [Br:1][C:2]1[C:3]([CH3:10])=[C:4]([NH:9][C:20](=[O:21])[C:19]2[CH:23]=[CH:24][C:25]([F:27])=[CH:26][C:18]=2[F:17])[C:5]([Cl:8])=[N:6][CH:7]=1. (7) Given the reactants CON(C)[C:4]([C:6]1[CH:7]=[N:8][C:9]([C:12]([F:15])([F:14])[F:13])=[CH:10][CH:11]=1)=[O:5].[CH3:17][Mg]Br.C([O-])(O)=O.[Na+], predict the reaction product. The product is: [F:13][C:12]([F:15])([F:14])[C:9]1[N:8]=[CH:7][C:6]([C:4](=[O:5])[CH3:17])=[CH:11][CH:10]=1.